Dataset: Full USPTO retrosynthesis dataset with 1.9M reactions from patents (1976-2016). Task: Predict the reactants needed to synthesize the given product. (1) Given the product [O:14]=[C:6]1[C:5]2[CH:15]=[CH:16][C:2]([O:25][C:21]3[CH:22]=[CH:23][C:24]([C:32]#[N:33])=[CH:19][CH:20]=3)=[CH:3][C:4]=2[C:13]2[C:8](=[N:9][CH:10]=[CH:11][CH:12]=2)[NH:7]1, predict the reactants needed to synthesize it. The reactants are: F[C:2]1[CH:16]=[CH:15][C:5]2[C:6](=[O:14])[NH:7][C:8]3[C:13]([C:4]=2[CH:3]=1)=[CH:12][CH:11]=[CH:10][N:9]=3.CO[C:19]1[CH:20]=[C:21]([OH:25])[CH:22]=[CH:23][CH:24]=1.C(=O)([O-])[O-].[K+].[K+].[CH3:32][N:33](C=O)C. (2) Given the product [C:1]([O:5][C:6]([N:8]1[CH2:25][CH2:24][N:11]2[C:12](=[O:23])[C:13]3[C:18]([C:10]2([CH3:26])[CH2:9]1)=[CH:17][CH:16]=[CH:15][C:14]=3[C:19]([F:20])([F:22])[F:21])=[O:7])([CH3:4])([CH3:2])[CH3:3], predict the reactants needed to synthesize it. The reactants are: [C:1]([O:5][C:6]([N:8]1[CH2:25][CH2:24][N:11]2[C:12](=[O:23])[C:13]3[C:18]([C@H:10]2[CH2:9]1)=[CH:17][CH:16]=[CH:15][C:14]=3[C:19]([F:22])([F:21])[F:20])=[O:7])([CH3:4])([CH3:3])[CH3:2].[CH3:26]I.[H-].[Na+]. (3) Given the product [OH:24][C:11]1[CH:10]=[C:9]([OH:26])[C:8]([C@@H:7]2[CH2:6][CH2:5][N:4]([CH3:28])[C@H:3]2[CH2:2][OH:1])=[C:17]2[C:12]=1[C:13](=[O:23])[CH:14]=[C:15]([C:18]1[S:19][CH:20]=[CH:21][CH:22]=1)[O:16]2, predict the reactants needed to synthesize it. The reactants are: [OH:1][CH2:2][C@H:3]1[C@H:7]([C:8]2[C:9]([O:26]C)=[CH:10][C:11]([O:24]C)=[C:12]3[C:17]=2[O:16][C:15]([C:18]2[S:19][CH:20]=[CH:21][CH:22]=2)=[CH:14][C:13]3=[O:23])[CH2:6][CH2:5][N:4]1[CH3:28].Cl.N1C=CC=CC=1. (4) Given the product [C:8]([CH:12]1[CH2:17][CH2:16][CH2:15][CH:14]([Cl:28])[C:13]1=[O:18])([CH3:11])([CH3:9])[CH3:10], predict the reactants needed to synthesize it. The reactants are: C(NC(C)C)(C)C.[C:8]([CH:12]1[CH2:17][CH2:16][CH2:15][CH2:14][C:13]1=[O:18])([CH3:11])([CH3:10])[CH3:9].C1(C)C=CC(S([Cl:28])(=O)=O)=CC=1. (5) Given the product [CH2:8]([O:9][C:10](=[O:11])[CH:12]=[CH:31][CH:28]1[CH2:27][CH2:26][CH:25]([CH:24]([N:22]([CH3:21])[CH3:23])[C:33]2[CH:38]=[CH:37][CH:36]=[C:35]([F:39])[CH:34]=2)[CH2:30][CH2:29]1)[CH3:7], predict the reactants needed to synthesize it. The reactants are: CC([O-])(C)C.[K+].[CH3:7][CH2:8][O:9][C:10]([CH2:12]P(OCC)(OCC)=O)=[O:11].[CH3:21][N:22]([CH:24]([C:33]1[CH:38]=[CH:37][CH:36]=[C:35]([F:39])[CH:34]=1)[CH:25]1[CH2:30][CH2:29][CH:28]([CH:31]=O)[CH2:27][CH2:26]1)[CH3:23]. (6) Given the product [CH3:1][O:2][C:3](=[O:15])[CH2:4][C:5]1[CH:6]=[C:7]2[C:12](=[CH:13][CH:14]=1)[N:11]=[CH:10][C:9]([Br:16])=[CH:8]2, predict the reactants needed to synthesize it. The reactants are: [CH3:1][O:2][C:3](=[O:15])[CH2:4][C:5]1[CH:6]=[C:7]2[C:12](=[CH:13][CH:14]=1)[N:11]=[CH:10][CH:9]=[CH:8]2.[Br:16]Br.N1C=CC=CC=1. (7) Given the product [NH2:46][CH2:45][CH2:44][CH2:43][NH:42][CH2:41][C:39]1[CH:38]=[N:37][N:36]([CH2:35][C@@H:27]2[C@H:26]([NH:25][C:23](=[O:24])/[C:22](=[N:21]\[O:20][C:17]3([C:15]([OH:16])=[O:14])[CH2:18][CH2:19]3)/[C:61]3[N:62]=[C:63]([NH2:66])[S:64][CH:65]=3)[C:29](=[O:30])[N:28]2[S:31]([OH:34])(=[O:32])=[O:33])[N:40]=1, predict the reactants needed to synthesize it. The reactants are: C([O:14][C:15]([C:17]1([O:20]/[N:21]=[C:22](/[C:61]2[N:62]=[C:63]([NH:66]C(OC(C)(C)C)=O)[S:64][CH:65]=2)\[C:23]([NH:25][C@@H:26]2[C:29](=[O:30])[N:28]([S:31]([OH:34])(=[O:33])=[O:32])[C@@H:27]2[CH2:35][N:36]2[N:40]=[C:39]([CH2:41][N:42](C(OC(C)(C)C)=O)[CH2:43][CH2:44][CH2:45][NH:46]C(OC(C)(C)C)=O)[CH:38]=[N:37]2)=[O:24])[CH2:19][CH2:18]1)=[O:16])(C1C=CC=CC=1)C1C=CC=CC=1.C(O)(C(F)(F)F)=O.